This data is from Full USPTO retrosynthesis dataset with 1.9M reactions from patents (1976-2016). The task is: Predict the reactants needed to synthesize the given product. (1) Given the product [Cl:1][C:2]1[CH:7]=[CH:6][C:5]([CH:8]([C:10]2[CH:15]=[CH:14][C:13]([CH2:16][N:17]3[CH:21]=[CH:20][N:19]=[CH:18]3)=[CH:12][CH:11]=2)[OH:9])=[CH:4][CH:3]=1, predict the reactants needed to synthesize it. The reactants are: [Cl:1][C:2]1[CH:7]=[CH:6][C:5]([C:8]([C:10]2[CH:15]=[CH:14][C:13]([CH2:16][N:17]3[CH:21]=[CH:20][N:19]=[CH:18]3)=[CH:12][CH:11]=2)=[O:9])=[CH:4][CH:3]=1.ClC1C=CC(C(C2C=CC(CN3CCOCC3)=CC=2)O)=CC=1. (2) Given the product [NH2:17][C:14]1[CH:15]=[CH:16][C:11]([C:9]2[NH:8][C:5]3=[N:6][CH:7]=[C:2]([Cl:1])[C:3]([NH:20][C:21]4[CH:26]=[CH:25][CH:24]=[CH:23][CH:22]=4)=[C:4]3[N:10]=2)=[CH:12][CH:13]=1, predict the reactants needed to synthesize it. The reactants are: [Cl:1][C:2]1[C:3]([NH:20][C:21]2[CH:26]=[CH:25][CH:24]=[CH:23][CH:22]=2)=[C:4]2[N:10]=[C:9]([C:11]3[CH:16]=[CH:15][C:14]([N+:17]([O-])=O)=[CH:13][CH:12]=3)[NH:8][C:5]2=[N:6][CH:7]=1. (3) Given the product [Cl:1][C:2]1[CH:21]=[C:20]([Cl:22])[CH:19]=[CH:18][C:3]=1[O:4][CH2:5][C:6]([NH:8][C:9]1[CH:10]=[C:11]([CH:15]=[CH:16][CH:17]=1)[C:12]([NH:29][CH2:23][C:24]1[O:28][CH:27]=[CH:26][CH:25]=1)=[O:14])=[O:7], predict the reactants needed to synthesize it. The reactants are: [Cl:1][C:2]1[CH:21]=[C:20]([Cl:22])[CH:19]=[CH:18][C:3]=1[O:4][CH2:5][C:6]([NH:8][C:9]1[CH:10]=[C:11]([CH:15]=[CH:16][CH:17]=1)[C:12]([OH:14])=O)=[O:7].[CH2:23]([NH2:29])[C:24]1[O:28][CH:27]=[CH:26][CH:25]=1.C1CN([P+](ON2N=NC3C=CC=CC2=3)(N2CCCC2)N2CCCC2)CC1.F[P-](F)(F)(F)(F)F. (4) Given the product [Cl:1][C:2]1[CH:7]=[CH:6][CH:5]=[CH:4][C:3]=1[C:8]1[N:17]=[C:16]([N:18]2[CH2:23][CH2:22][N:21]([C:65]3[S:66][CH:67]=[CH:68][N:69]=3)[CH2:20][CH2:19]2)[C:15]2[C:10](=[CH:11][CH:12]=[CH:13][CH:14]=2)[N:9]=1, predict the reactants needed to synthesize it. The reactants are: [Cl:1][C:2]1[CH:7]=[CH:6][CH:5]=[CH:4][C:3]=1[C:8]1[N:17]=[C:16]([N:18]2[CH2:23][CH2:22][NH:21][CH2:20][CH2:19]2)[C:15]2[C:10](=[CH:11][CH:12]=[CH:13][CH:14]=2)[N:9]=1.CC(C1C=C(C(C)C)C(C2C=CC=CC=2P(C2CCCCC2)C2CCCCC2)=C(C(C)C)C=1)C.CC(C)([O-])C.[Na+].Br[C:65]1[S:66][CH:67]=[CH:68][N:69]=1.